Task: Predict the reactants needed to synthesize the given product.. Dataset: Full USPTO retrosynthesis dataset with 1.9M reactions from patents (1976-2016) (1) Given the product [N:7]1[C:6]([NH2:5])=[CH:14][N:9]2[CH:10]=[CH:11][N:12]=[CH:13][C:8]=12, predict the reactants needed to synthesize it. The reactants are: FC(F)(F)C([NH:5][C:6]1[N:7]=[C:8]2[CH:13]=[N:12][CH:11]=[CH:10][N:9]2[CH:14]=1)=O. (2) The reactants are: [F:1][C:2]1[CH:7]=[CH:6][C:5]([N:8]2[C:13](=[O:14])[C:12]([C:15]([OH:17])=O)=[CH:11][CH:10]=[N:9]2)=[CH:4][CH:3]=1.CCN(C(C)C)C(C)C.CCN=C=NCCCN(C)C.C1C=CC2N(O)N=NC=2C=1.O.[CH3:49][O:50][C:51]1[CH:83]=[CH:82][C:54]([CH2:55][N:56]2[C:60]3=[N:61][CH:62]=[CH:63][C:64]([O:65][C:66]4[CH:71]=[CH:70][C:69]([NH2:72])=[CH:68][C:67]=4[F:73])=[C:59]3[C:58]([N:74]3[CH2:78][CH2:77][C@H:76]([N:79]([CH3:81])[CH3:80])[CH2:75]3)=[N:57]2)=[CH:53][CH:52]=1. Given the product [CH3:80][N:79]([CH3:81])[C@H:76]1[CH2:77][CH2:78][N:74]([C:58]2[C:59]3[C:60](=[N:61][CH:62]=[CH:63][C:64]=3[O:65][C:66]3[CH:71]=[CH:70][C:69]([NH:72][C:15]([C:12]4[C:13](=[O:14])[N:8]([C:5]5[CH:4]=[CH:3][C:2]([F:1])=[CH:7][CH:6]=5)[N:9]=[CH:10][CH:11]=4)=[O:17])=[CH:68][C:67]=3[F:73])[N:56]([CH2:55][C:54]3[CH:82]=[CH:83][C:51]([O:50][CH3:49])=[CH:52][CH:53]=3)[N:57]=2)[CH2:75]1, predict the reactants needed to synthesize it. (3) Given the product [F:1][C:2]1[CH:3]=[N:4][C:5]([NH:8][C:9]2[S:10][C:11]3[CH2:17][CH2:16][N:15]([CH2:18][C:19]4[CH:20]=[C:21]([CH:24]=[CH:25][CH:26]=4)[C:22]#[N:23])[C:14]4[NH:27][N:28]=[CH:29][C:13]=4[C:12]=3[N:39]=2)=[N:6][CH:7]=1, predict the reactants needed to synthesize it. The reactants are: [F:1][C:2]1[CH:3]=[N:4][C:5]([NH:8][C:9]2[S:10][C:11]3[CH2:17][CH2:16][N:15]([CH2:18][C:19]4[CH:20]=[C:21]([CH:24]=[CH:25][CH:26]=4)[C:22]#[N:23])[C:14]4[N:27](CC5C=CC(OC)=CC=5)[N:28]=[CH:29][C:13]=4[C:12]=3[N:39]=2)=[N:6][CH:7]=1. (4) Given the product [Cl:1][C:2]1[CH:7]=[C:6]([CH:8]([O:10][C:11]2[C:12]3[N:15]=[C:16]([NH2:18])[S:17][C:13]=3[CH:14]=[CH:19][CH:20]=2)[CH3:9])[CH:5]=[C:4]([Cl:21])[N:3]=1, predict the reactants needed to synthesize it. The reactants are: [Cl:1][C:2]1[CH:7]=[C:6]([CH:8]([O:10][C:11]2[CH:20]=[CH:19][C:14]3[N:15]=[C:16]([NH2:18])[S:17][C:13]=3[CH:12]=2)[CH3:9])[CH:5]=[C:4]([Cl:21])[N:3]=1.NC1SC2C=C(O)C=CC=2N=1.BrCC1C=C(Cl)N=C(Cl)C=1. (5) Given the product [Cl:18][C:12]1[CH:13]=[CH:14][CH:15]=[C:16]([Cl:17])[C:11]=1[C:5]1[NH:4][C:3]2[C:7](=[N:8][CH:9]=[N:10][C:2]=2[NH:24][C:22]([CH:19]2[CH2:21][CH2:20]2)=[O:23])[N:6]=1, predict the reactants needed to synthesize it. The reactants are: Cl[C:2]1[N:10]=[CH:9][N:8]=[C:7]2[C:3]=1[N:4]=[C:5]([C:11]1[C:16]([Cl:17])=[CH:15][CH:14]=[CH:13][C:12]=1[Cl:18])[NH:6]2.[CH:19]1([C:22]([NH2:24])=[O:23])[CH2:21][CH2:20]1.CC1(C)C2C(=C(P(C3C=CC=CC=3)C3C=CC=CC=3)C=CC=2)OC2C(P(C3C=CC=CC=3)C3C=CC=CC=3)=CC=CC1=2.C([O-])([O-])=O.[Cs+].[Cs+]. (6) Given the product [C:1]([O:5][C:6](=[O:17])/[CH:7]=[CH:8]/[C:9]1[S:13][C:12]([C:14]([O:16][CH:18]([CH3:20])[CH3:19])=[O:15])=[CH:11][CH:10]=1)([CH3:4])([CH3:2])[CH3:3], predict the reactants needed to synthesize it. The reactants are: [C:1]([O:5][C:6](=[O:17])/[CH:7]=[CH:8]/[C:9]1[S:13][C:12]([C:14]([OH:16])=[O:15])=[CH:11][CH:10]=1)([CH3:4])([CH3:3])[CH3:2].[CH:18](OC(OC(C)C)N(C)C)([CH3:20])[CH3:19]. (7) The reactants are: [CH2:1]([O:3][C:4]([CH:6]1[CH2:11][CH2:10][CH:9]([N:12]2[CH2:15][CH:14]([NH:16][C:17](=[O:40])[CH2:18][NH:19][C:20]3[C:28]4[C:23](=[CH:24][CH:25]=[C:26]([C:29]([F:32])([F:31])[F:30])[CH:27]=4)[N:22]([C:33](=[O:39])[NH:34]C(C)(C)C)[N:21]=3)[CH2:13]2)[CH2:8][CH2:7]1)=[O:5])[CH3:2].C(O)(C(F)(F)F)=O. Given the product [CH2:1]([O:3][C:4]([CH:6]1[CH2:7][CH2:8][CH:9]([N:12]2[CH2:15][CH:14]([NH:16][C:17](=[O:40])[CH2:18][NH:19][C:20]3[C:28]4[C:23](=[CH:24][CH:25]=[C:26]([C:29]([F:31])([F:32])[F:30])[CH:27]=4)[N:22]([C:33](=[O:39])[NH2:34])[N:21]=3)[CH2:13]2)[CH2:10][CH2:11]1)=[O:5])[CH3:2], predict the reactants needed to synthesize it. (8) Given the product [C:34]([O:13][CH:1]1[CH2:2][CH2:3][CH:4]([CH:7]2[CH2:12][CH2:11][CH:10]([O:17][C:15](=[O:16])[C:14]3[C:20](=[CH:21][CH:22]=[CH:23][CH:24]=3)[NH2:19])[CH2:9][CH2:8]2)[CH2:5][CH2:6]1)(=[O:35])[C:3]1[C:33](=[CH:32][CH:6]=[CH:1][CH:2]=1)[NH2:26], predict the reactants needed to synthesize it. The reactants are: [CH:1]1([OH:13])[CH2:6][CH2:5][CH:4]([CH:7]2[CH2:12][CH2:11][CH2:10][CH2:9][CH2:8]2)[CH2:3][CH2:2]1.[C:14]12[C:20](=[CH:21][CH:22]=[CH:23][CH:24]=1)[NH:19]C(=O)[O:17][C:15]2=[O:16].[N:26]12[CH2:33][CH2:32]N(CC1)CC2.[CH3:34][OH:35]. (9) Given the product [ClH:40].[NH2:3][CH2:12][C@H:13]([NH:21][C:22]1[S:23][C:26]([C:28]2[CH:29]=[C:30]3[C:35](=[CH:36][CH:37]=2)[CH:34]=[N:33][CH:32]=[C:31]3[CH2:38][CH3:39])=[N:25][N:24]=1)[CH2:14][C:15]1[CH:20]=[CH:19][CH:18]=[CH:17][CH:16]=1, predict the reactants needed to synthesize it. The reactants are: O=C1C2C=CC=CC=2C(=O)[N:3]1[CH2:12][C@H:13]([NH:21][C:22]([NH:24][NH:25][C:26]([C:28]1[CH:29]=[C:30]2[C:35](=[CH:36][CH:37]=1)[CH:34]=[N:33][CH:32]=[C:31]2[CH2:38][CH3:39])=O)=[S:23])[CH2:14][C:15]1[CH:20]=[CH:19][CH:18]=[CH:17][CH:16]=1.[ClH:40].N[C@H](CC1C=CC=CC=1)CN1C(=O)C2C=CC=CC=2C1=O.C(C1C2C(=CC=C(C(NN)=O)C=2)C=NC=1)C. (10) The reactants are: [Br:1]Br.[Cl:3][CH2:4][CH2:5][CH2:6][O:7][C:8]1[CH:13]=[CH:12][C:11]([C:14](=[O:17])[CH2:15][CH3:16])=[CH:10][CH:9]=1. Given the product [Br:1][CH:15]([CH3:16])[C:14]([C:11]1[CH:12]=[CH:13][C:8]([O:7][CH2:6][CH2:5][CH2:4][Cl:3])=[CH:9][CH:10]=1)=[O:17], predict the reactants needed to synthesize it.